This data is from Full USPTO retrosynthesis dataset with 1.9M reactions from patents (1976-2016). The task is: Predict the reactants needed to synthesize the given product. Given the product [Br:2][CH2:3][CH2:4][CH2:5][NH:6][C:16](=[O:17])[C:15]([CH3:20])([CH3:19])[CH3:14], predict the reactants needed to synthesize it. The reactants are: Br.[Br:2][CH2:3][CH2:4][CH2:5][NH2:6].C(N(CC)CC)C.[CH3:14][C:15]([CH3:20])([CH3:19])[C:16](Cl)=[O:17].